From a dataset of Tox21: 12 toxicity assays (nuclear receptors and stress response pathways). Binary classification across 12 toxicity assays. The drug is O=C(O)C1C2CCC(O2)C1C(=O)O. It tested positive (active) for: NR-AhR (Aryl hydrocarbon Receptor agonist activity), and SR-ATAD5 (ATAD5 genotoxicity (DNA damage)).